Dataset: Reaction yield outcomes from USPTO patents with 853,638 reactions. Task: Predict the reaction yield, written as a fraction of the theoretical maximum amount of product (1.0 means a 100% yield; for example, 0.34 means a 34% yield). (1) No catalyst specified. The reactants are Cl[C:2]1([C:15]([OH:17])=[O:16])[C:7]([Cl:8])=[CH:6][N:5]=[C:4]([C:9]2[CH:14]=[CH:13][CH:12]=[CH:11][N:10]=2)[NH:3]1.Cl.[NH3:19]. The product is [NH2:19][C:6]1[C:7]([Cl:8])=[C:2]([C:15]([OH:17])=[O:16])[N:3]=[C:4]([C:9]2[CH:14]=[CH:13][CH:12]=[CH:11][N:10]=2)[N:5]=1. The yield is 0.640. (2) The reactants are [C:1]([CH:4]1[CH2:25][CH2:24][C:7]2([CH2:12][CH2:11][N:10]([C:13]3[CH:18]=[CH:17][CH:16]=[CH:15][C:14]=3/[CH:19]=[CH:20]/[C:21]([OH:23])=O)[CH2:9][CH2:8]2)[CH2:6][CH2:5]1)(=[O:3])[NH2:2].CN1CCOCC1.[NH2:33][OH:34].Cl. The catalyst is CC(N(C)C)=O. The product is [OH:34][NH:33][C:21](=[O:23])/[CH:20]=[CH:19]/[C:14]1[CH:15]=[CH:16][CH:17]=[CH:18][C:13]=1[N:10]1[CH2:9][CH2:8][C:7]2([CH2:24][CH2:25][CH:4]([C:1]([NH2:2])=[O:3])[CH2:5][CH2:6]2)[CH2:12][CH2:11]1. The yield is 0.180.